From a dataset of Catalyst prediction with 721,799 reactions and 888 catalyst types from USPTO. Predict which catalyst facilitates the given reaction. (1) Reactant: [CH3:1][N:2]1[C:6](B2OC(C)(C)C(C)(C)O2)=[CH:5][CH:4]=[N:3]1.[CH3:16][N:17]([C:28]1[CH:33]=[CH:32][C:31]([NH:34][C:35]([NH:37][C:38]2[CH:43]=[CH:42][CH:41]=[CH:40][CH:39]=2)=[O:36])=[CH:30][CH:29]=1)[S:18]([C:21]1[CH:26]=[CH:25][CH:24]=[C:23](Br)[CH:22]=1)(=[O:20])=[O:19].C([O-])([O-])=O.[Na+].[Na+]. Product: [CH3:16][N:17]([C:28]1[CH:33]=[CH:32][C:31]([NH:34][C:35]([NH:37][C:38]2[CH:43]=[CH:42][CH:41]=[CH:40][CH:39]=2)=[O:36])=[CH:30][CH:29]=1)[S:18]([C:21]1[CH:22]=[CH:23][CH:24]=[C:25]([C:6]2[N:2]([CH3:1])[N:3]=[CH:4][CH:5]=2)[CH:26]=1)(=[O:19])=[O:20]. The catalyst class is: 104. (2) Reactant: [C:1]([O:5][C:6](=[O:14])[NH:7][CH:8]1[CH2:13][CH2:12][CH:11]=[CH:10][CH2:9]1)([CH3:4])([CH3:3])[CH3:2].[H-].[Na+].[CH2:17](I)[CH3:18].C1CCCCC1.C(OCC)(=O)C. Product: [C:1]([O:5][C:6](=[O:14])[N:7]([CH2:17][CH3:18])[CH:8]1[CH2:13][CH2:12][CH:11]=[CH:10][CH2:9]1)([CH3:4])([CH3:2])[CH3:3]. The catalyst class is: 16. (3) Reactant: [C:1]([C:4]1[CH:12]=[CH:11][C:7]2[O:8][CH2:9][O:10][C:6]=2[CH:5]=1)([CH3:3])=[CH2:2]. Product: [CH:1]([C:4]1[CH:12]=[CH:11][C:7]2[O:8][CH2:9][O:10][C:6]=2[CH:5]=1)([CH3:3])[CH3:2]. The catalyst class is: 99. (4) Reactant: [NH2:1][C:2]([CH3:20])([CH3:19])[C:3]([NH:5][C:6]1[S:7][CH:8]=[CH:9][C:10]=1[C:11](=O)[C:12]1[CH:17]=[CH:16][CH:15]=[CH:14][CH:13]=1)=[O:4].C(O)(=O)C. Product: [CH3:19][C:2]1([CH3:20])[C:3](=[O:4])[NH:5][C:6]2[S:7][CH:8]=[CH:9][C:10]=2[C:11]([C:12]2[CH:17]=[CH:16][CH:15]=[CH:14][CH:13]=2)=[N:1]1. The catalyst class is: 8. (5) Reactant: C([O:8][C:9]1[CH:19]=[CH:18][C:17]([S:20]([C:23]2[CH:28]=[CH:27][C:26]([CH2:29][CH2:30][N:31]([CH2:38][C:39]3[CH:44]=[CH:43][CH:42]=[CH:41][CH:40]=3)[C:32](=[O:37])[C:33]([F:36])([F:35])[F:34])=[CH:25][CH:24]=2)(=[O:22])=[O:21])=[CH:16][C:10]=1[C:11]([O:13][CH2:14][CH3:15])=[O:12])C1C=CC=CC=1.[H][H]. Product: [CH2:38]([N:31]([C:32](=[O:37])[C:33]([F:36])([F:35])[F:34])[CH2:30][CH2:29][C:26]1[CH:27]=[CH:28][C:23]([S:20]([C:17]2[CH:18]=[CH:19][C:9]([OH:8])=[C:10]([CH:16]=2)[C:11]([O:13][CH2:14][CH3:15])=[O:12])(=[O:22])=[O:21])=[CH:24][CH:25]=1)[C:39]1[CH:40]=[CH:41][CH:42]=[CH:43][CH:44]=1. The catalyst class is: 63.